The task is: Predict which catalyst facilitates the given reaction.. This data is from Catalyst prediction with 721,799 reactions and 888 catalyst types from USPTO. (1) Reactant: [Br:1][C:2]1[CH:3]=[CH:4][C:5]2[N:6]([C:8]([C:11]([O:13]CC)=O)=[N:9][N:10]=2)[CH:7]=1.Cl.Cl.[F:18][C:19]1[CH:20]=[CH:21][C:22]([C:31]([F:34])([F:33])[F:32])=[C:23]([CH:25]2[CH2:30][CH2:29][NH:28][CH2:27][CH2:26]2)[CH:24]=1.F[P-](F)(F)(F)(F)F.N1(O[P+](N(C)C)(N(C)C)N(C)C)C2C=CC=CC=2N=N1.C(N(C(C)C)CC)(C)C. Product: [Br:1][C:2]1[CH:3]=[CH:4][C:5]2[N:6]([C:8]([C:11]([N:28]3[CH2:29][CH2:30][CH:25]([C:23]4[CH:24]=[C:19]([F:18])[CH:20]=[CH:21][C:22]=4[C:31]([F:34])([F:32])[F:33])[CH2:26][CH2:27]3)=[O:13])=[N:9][N:10]=2)[CH:7]=1. The catalyst class is: 20. (2) Reactant: [NH:1]1[CH:5]=[CH:4][C:3]([CH2:6][N:7]2[C:15](=[O:16])[C:14]3[C:9](=[CH:10][CH:11]=[CH:12][CH:13]=3)[C:8]2=[O:17])=[N:2]1.[H-].[Na+].[CH:20]1([CH2:23]Br)[CH2:22][CH2:21]1.C(OCC)(=O)C. Product: [CH:20]1([CH2:23][N:1]2[CH:5]=[CH:4][C:3]([CH2:6][N:7]3[C:15](=[O:16])[C:14]4[C:9](=[CH:10][CH:11]=[CH:12][CH:13]=4)[C:8]3=[O:17])=[N:2]2)[CH2:22][CH2:21]1. The catalyst class is: 3. (3) Reactant: [F:1][C:2]([F:19])([F:18])[O:3][C:4]1[CH:9]=[CH:8][C:7]([NH:10][CH:11]([CH2:16][CH3:17])[C:12]([O:14][CH3:15])=[O:13])=[CH:6][CH:5]=1.IC.[C:22](=O)([O-])[O-].[K+].[K+]. Product: [CH3:22][N:10]([C:7]1[CH:6]=[CH:5][C:4]([O:3][C:2]([F:18])([F:19])[F:1])=[CH:9][CH:8]=1)[CH:11]([CH2:16][CH3:17])[C:12]([O:14][CH3:15])=[O:13]. The catalyst class is: 9. (4) Reactant: [Cl:1][C:2]1[C:3]([OH:13])=[C:4]([S:9](Cl)(=[O:11])=[O:10])[CH:5]=[C:6]([Cl:8])[CH:7]=1.[NH2:14][CH2:15][C:16]1[CH:17]=[C:18]([CH:41]=[C:42]([O:44][C:45]2[CH:50]=[CH:49][C:48]([F:51])=[CH:47][CH:46]=2)[CH:43]=1)[CH2:19][N:20]([CH2:33][C:34]1[CH:39]=[CH:38][C:37]([F:40])=[CH:36][CH:35]=1)[S:21]([C:24]1[CH:29]=[C:28]([Cl:30])[CH:27]=[C:26]([Cl:31])[C:25]=1[OH:32])(=[O:23])=[O:22].CCN(CC)CC. Product: [Cl:31][C:26]1[C:25]([OH:32])=[C:24]([S:21]([N:20]([CH2:19][C:18]2[CH:41]=[C:42]([O:44][C:45]3[CH:46]=[CH:47][C:48]([F:51])=[CH:49][CH:50]=3)[CH:43]=[C:16]([CH2:15][NH:14][S:9]([C:4]3[CH:5]=[C:6]([Cl:8])[CH:7]=[C:2]([Cl:1])[C:3]=3[OH:13])(=[O:10])=[O:11])[CH:17]=2)[CH2:33][C:34]2[CH:35]=[CH:36][C:37]([F:40])=[CH:38][CH:39]=2)(=[O:23])=[O:22])[CH:29]=[C:28]([Cl:30])[CH:27]=1. The catalyst class is: 2. (5) Reactant: [OH:1][CH2:2][N:3]1[C:7](=[O:8])[C:6]([C:15]2[CH:20]=[CH:19][CH:18]=[CH:17][CH:16]=2)([C:9]2[CH:14]=[CH:13][CH:12]=[CH:11][CH:10]=2)[NH:5][C:4]1=[O:21].N1C=CC=CC=1.BrN1C(=O)CCC1=O.[P:36]([O:43]CC)([O:40][CH2:41][CH3:42])[O:37][CH2:38][CH3:39].S([O-])([O-])(=O)=S.[Na+].[Na+]. Product: [CH2:38]([O:37][P:36](=[O:43])([O:40][CH2:41][CH3:42])[O:1][CH2:2][N:3]1[C:7](=[O:8])[C:6]([C:15]2[CH:16]=[CH:17][CH:18]=[CH:19][CH:20]=2)([C:9]2[CH:14]=[CH:13][CH:12]=[CH:11][CH:10]=2)[NH:5][C:4]1=[O:21])[CH3:39]. The catalyst class is: 647. (6) Reactant: [Cl:1][CH2:2][CH2:3][CH2:4][O:5][C:6]1[CH:7]=[C:8]2[C:13](=[CH:14][CH:15]=1)[C:12](=O)[CH2:11][CH2:10][CH2:9]2.O.[C:18]([OH:22])(=O)[CH:19]=O.O.[NH2:24][NH2:25]. Product: [Cl:1][CH2:2][CH2:3][CH2:4][O:5][C:6]1[CH:15]=[CH:14][C:13]2[C:12]3[C:11](=[CH:19][C:18](=[O:22])[NH:24][N:25]=3)[CH2:10][CH2:9][C:8]=2[CH:7]=1. The catalyst class is: 15.